From a dataset of Catalyst prediction with 721,799 reactions and 888 catalyst types from USPTO. Predict which catalyst facilitates the given reaction. (1) Reactant: Cl[C:2]1[N:7]=[C:6]([CH3:8])[C:5]([CH:9]([CH2:14][CH2:15][CH3:16])[C:10]([O:12][CH3:13])=[O:11])=[C:4]([C:17]2[CH:22]=[CH:21][C:20]([CH3:23])=[CH:19][CH:18]=2)[N:3]=1.[CH3:24][N:25]1[CH:29]=[C:28](B(O)O)[CH:27]=[N:26]1.C(N(CC)C(C)C)(C)C. Product: [CH3:8][C:6]1[C:5]([CH:9]([CH2:14][CH2:15][CH3:16])[C:10]([O:12][CH3:13])=[O:11])=[C:4]([C:17]2[CH:22]=[CH:21][C:20]([CH3:23])=[CH:19][CH:18]=2)[N:3]=[C:2]([C:28]2[CH:27]=[N:26][N:25]([CH3:24])[CH:29]=2)[N:7]=1. The catalyst class is: 108. (2) The catalyst class is: 12. Reactant: C([O:3][C:4]([C:6]1[N:7]([C:30]2[CH:35]=[CH:34][C:33]([O:36][CH:37]([CH3:39])[CH3:38])=[CH:32][CH:31]=2)[C:8]2[C:13]([C:14]=1[C:15]([O:17]CC)=[O:16])=[CH:12][C:11]([C:20]1[CH:25]=[CH:24][C:23]([C:26]([F:29])([F:28])[F:27])=[CH:22][N:21]=1)=[CH:10][CH:9]=2)=[O:5])C.[OH-].[Na+].Cl. Product: [CH:37]([O:36][C:33]1[CH:34]=[CH:35][C:30]([N:7]2[C:8]3[C:13](=[CH:12][C:11]([C:20]4[CH:25]=[CH:24][C:23]([C:26]([F:27])([F:29])[F:28])=[CH:22][N:21]=4)=[CH:10][CH:9]=3)[C:14]([C:15]([OH:17])=[O:16])=[C:6]2[C:4]([OH:5])=[O:3])=[CH:31][CH:32]=1)([CH3:39])[CH3:38]. (3) Reactant: [Cl:1][C:2]1[CH:7]=[CH:6][C:5]([CH:8]([C:38]2[CH:43]=[CH:42][C:41]([Cl:44])=[CH:40][CH:39]=2)[C:9]2[CH:10]=[C:11]3[C:16](=[CH:17][CH:18]=2)[N:15]=[N:14][CH:13]=[C:12]3[NH:19][CH:20]2[CH2:25][CH2:24][N:23]([CH2:26][CH2:27][C:28]3[CH:29]=[C:30]([CH:35]=[CH:36][CH:37]=3)[C:31]([O:33]C)=[O:32])[CH2:22][CH2:21]2)=[CH:4][CH:3]=1.[OH-].[Na+].CO.O. Product: [Cl:1][C:2]1[CH:7]=[CH:6][C:5]([CH:8]([C:38]2[CH:39]=[CH:40][C:41]([Cl:44])=[CH:42][CH:43]=2)[C:9]2[CH:10]=[C:11]3[C:16](=[CH:17][CH:18]=2)[N:15]=[N:14][CH:13]=[C:12]3[NH:19][CH:20]2[CH2:21][CH2:22][N:23]([CH2:26][CH2:27][C:28]3[CH:29]=[C:30]([CH:35]=[CH:36][CH:37]=3)[C:31]([OH:33])=[O:32])[CH2:24][CH2:25]2)=[CH:4][CH:3]=1. The catalyst class is: 7. (4) Reactant: [F:1][C:2]1[CH:3]=[CH:4][CH:5]=[C:6]2[C:10]=1[NH:9][C:8]([C:11]([OH:13])=O)=[CH:7]2.[F:14][C:15]1[CH:20]=[CH:19][C:18]([C:21]2[O:22][C:23]3[CH:33]=[C:32]([N:34]([CH3:39])[S:35]([CH3:38])(=[O:37])=[O:36])[C:31]([C@@H:40]4[CH2:45][CH2:44][CH2:43][NH:42][CH2:41]4)=[CH:30][C:24]=3[C:25]=2[C:26]([NH:28][CH3:29])=[O:27])=[CH:17][CH:16]=1.C(N(CC)C(C)C)(C)C.C(P1(=O)OP(=O)(CCC)OP(=O)(CCC)O1)CC. Product: [F:1][C:2]1[CH:3]=[CH:4][CH:5]=[C:6]2[C:10]=1[NH:9][C:8]([C:11]([N:42]1[CH2:43][CH2:44][CH2:45][C@@H:40]([C:31]3[C:32]([N:34]([CH3:39])[S:35]([CH3:38])(=[O:36])=[O:37])=[CH:33][C:23]4[O:22][C:21]([C:18]5[CH:17]=[CH:16][C:15]([F:14])=[CH:20][CH:19]=5)=[C:25]([C:26]([NH:28][CH3:29])=[O:27])[C:24]=4[CH:30]=3)[CH2:41]1)=[O:13])=[CH:7]2. The catalyst class is: 2. (5) Reactant: [NH2:1][C:2]1[CH:7]=[C:6]([C:8]([F:11])([F:10])[F:9])[C:5]([Br:12])=[CH:4][C:3]=1[NH:13][CH:14]1[CH2:19][CH2:18][N:17]([C@H:20]2[CH2:25][CH2:24][C@H:23]([O:26][CH3:27])[CH2:22][CH2:21]2)[CH2:16][CH2:15]1.C(N(C(C)C)CC)(C)C.[Cl:37][C:38](Cl)([O:40]C(=O)OC(Cl)(Cl)Cl)Cl.C([O-])(O)=O.[Na+]. Product: [ClH:37].[Br:12][C:5]1[C:6]([C:8]([F:10])([F:11])[F:9])=[CH:7][C:2]2[NH:1][C:38](=[O:40])[N:13]([CH:14]3[CH2:15][CH2:16][N:17]([C@H:20]4[CH2:25][CH2:24][C@H:23]([O:26][CH3:27])[CH2:22][CH2:21]4)[CH2:18][CH2:19]3)[C:3]=2[CH:4]=1. The catalyst class is: 46. (6) Reactant: [CH3:1][O:2][C:3](=[O:37])[C@@H:4]([NH:14][C:15]([C:17]1[C:18]([CH3:36])=[N:19][C:20]([NH:24][CH2:25][C:26]#[C:27][C:28]2[CH:33]=[C:32]([OH:34])[CH:31]=[C:30]([F:35])[CH:29]=2)=[N:21][C:22]=1[CH3:23])=[O:16])[CH2:5][NH:6][C:7]([C:9]1[S:10][CH:11]=[CH:12][CH:13]=1)=[O:8]. Product: [CH3:1][O:2][C:3](=[O:37])[C@@H:4]([NH:14][C:15]([C:17]1[C:18]([CH3:36])=[N:19][C:20]([NH:24][CH2:25][CH2:26][CH2:27][C:28]2[CH:33]=[C:32]([OH:34])[CH:31]=[C:30]([F:35])[CH:29]=2)=[N:21][C:22]=1[CH3:23])=[O:16])[CH2:5][NH:6][C:7]([C:9]1[S:10][CH:11]=[CH:12][CH:13]=1)=[O:8]. The catalyst class is: 19. (7) The catalyst class is: 1. Reactant: [CH2:1]([O:3][C:4]([C:6]1[O:7][C:8]2[CH:15]=[C:14]([OH:16])[C:13]([Cl:17])=[CH:12][C:9]=2[C:10]=1[CH3:11])=[O:5])[CH3:2].[CH:18]([N:21]1[CH2:26][CH2:25][CH:24](O)[CH2:23][CH2:22]1)([CH3:20])[CH3:19].C1(P(C2C=CC=CC=2)C2C=CC=CC=2)C=CC=CC=1.CC(OC(/N=N/C(OC(C)C)=O)=O)C. Product: [CH2:1]([O:3][C:4]([C:6]1[O:7][C:8]2[CH:15]=[C:14]([O:16][CH:24]3[CH2:25][CH2:26][N:21]([CH:18]([CH3:20])[CH3:19])[CH2:22][CH2:23]3)[C:13]([Cl:17])=[CH:12][C:9]=2[C:10]=1[CH3:11])=[O:5])[CH3:2]. (8) Reactant: [F:1][C:2]1[CH:3]=[C:4]([CH:19]=[CH:20][CH:21]=1)[CH2:5][N:6]1[C:14]2[C:9](=[CH:10][C:11]([N+:16]([O-])=O)=[CH:12][C:13]=2[CH3:15])[CH:8]=[CH:7]1.[Cl-].[NH4+].C(O)C. Product: [F:1][C:2]1[CH:3]=[C:4]([CH:19]=[CH:20][CH:21]=1)[CH2:5][N:6]1[C:14]2[C:9](=[CH:10][C:11]([NH2:16])=[CH:12][C:13]=2[CH3:15])[CH:8]=[CH:7]1. The catalyst class is: 150.